Predict the reactants needed to synthesize the given product. From a dataset of Full USPTO retrosynthesis dataset with 1.9M reactions from patents (1976-2016). (1) Given the product [CH3:1][CH:2]([CH2:3][CH2:4][CH2:5][CH2:6][CH2:7][CH2:8][C:9]([O:11][CH2:13][C:14]1[CH:22]=[CH:21][C:19]([OH:20])=[C:16]([O:17][CH3:18])[CH:15]=1)=[O:10])[CH3:12], predict the reactants needed to synthesize it. The reactants are: [CH3:1][CH:2]([CH3:12])[CH2:3][CH2:4][CH2:5][CH2:6][CH2:7][CH2:8][C:9]([OH:11])=[O:10].[CH2:13](O)[C:14]1[CH:22]=[CH:21][C:19]([OH:20])=[C:16]([O:17][CH3:18])[CH:15]=1.O. (2) Given the product [C:23]([O:22][C:20](=[O:21])[NH:17][CH2:16][C:15]1[CH:18]=[CH:19][C:12]([CH2:11][NH:10][C:5]2[C:4]3[CH:3]=[CH:2][NH:1][C:9]=3[CH:8]=[CH:7][N:6]=2)=[CH:13][CH:14]=1)([CH3:26])([CH3:25])[CH3:24], predict the reactants needed to synthesize it. The reactants are: [NH:1]1[C:9]2[CH:8]=[CH:7][N:6]=[C:5]([NH:10][CH2:11][C:12]3[CH:19]=[CH:18][C:15]([C:16]#[N:17])=[CH:14][CH:13]=3)[C:4]=2[CH:3]=[CH:2]1.[C:20](O[C:20]([O:22][C:23]([CH3:26])([CH3:25])[CH3:24])=[O:21])([O:22][C:23]([CH3:26])([CH3:25])[CH3:24])=[O:21].[BH4-].[Na+]. (3) Given the product [O:32]1[C:29]2[CH:5]=[CH:6][C:7]([C:2]3[CH:7]=[CH:6][C:5]([N:8]4[C:12]([CH2:13][C@@H:14]5[CH2:18][CH2:17][N:16]([C:19]([CH:21]6[CH2:22][CH2:23]6)=[O:20])[CH2:15]5)=[N:11][NH:10][C:9]4=[O:24])=[C:4]([C:25]([F:28])([F:26])[F:27])[CH:3]=3)=[CH:2][C:3]=2[CH:4]=[CH:25]1, predict the reactants needed to synthesize it. The reactants are: Br[C:2]1[CH:7]=[CH:6][C:5]([N:8]2[C:12]([CH2:13][C@@H:14]3[CH2:18][CH2:17][N:16]([C:19]([CH:21]4[CH2:23][CH2:22]4)=[O:20])[CH2:15]3)=[N:11][NH:10][C:9]2=[O:24])=[C:4]([C:25]([F:28])([F:27])[F:26])[CH:3]=1.[C:29](=[O:32])([O-])[O-].[Cs+].[Cs+]. (4) Given the product [N+:11]([C:7]1[CH:6]=[C:5]([CH:3]2[CH2:2][O:4]2)[CH:10]=[CH:9][CH:8]=1)([O-:13])=[O:12], predict the reactants needed to synthesize it. The reactants are: Br[CH2:2][C:3]([C:5]1[CH:10]=[CH:9][CH:8]=[C:7]([N+:11]([O-:13])=[O:12])[CH:6]=1)=[O:4].[BH4-].[Na+].[OH-].[K+].C(OC(=O)C)C. (5) Given the product [CH3:22][N:23]([CH3:25])[NH:24][C:3]([C:5]1[NH:6][N:7]=[C:8]([O:10][CH2:11][C:12]2[C:13]([CH2:18][CH2:19][CH2:20][CH3:21])=[N:14][O:15][C:16]=2[CH3:17])[CH:9]=1)=[O:4], predict the reactants needed to synthesize it. The reactants are: CO[C:3]([C:5]1[NH:6][N:7]=[C:8]([O:10][CH2:11][C:12]2[C:13]([CH2:18][CH2:19][CH2:20][CH3:21])=[N:14][O:15][C:16]=2[CH3:17])[CH:9]=1)=[O:4].[CH3:22][N:23]([CH3:25])[NH2:24]. (6) Given the product [C:24]([C:23]1[O:21][C:10]2=[CH:11][CH:12]=[C:13]3[C:18]([O:17][C:16](=[O:19])[CH:15]=[C:14]3[CH3:20])=[C:9]2[C:1]=1[C:2]1[CH:7]=[CH:6][CH:5]=[CH:4][CH:3]=1)(=[O:25])[C:26]1[CH:31]=[CH:30][CH:29]=[CH:28][CH:27]=1, predict the reactants needed to synthesize it. The reactants are: [C:1]([C:9]1[C:10]([OH:21])=[CH:11][CH:12]=[C:13]2[C:18]=1[O:17][C:16](=[O:19])[CH:15]=[C:14]2[CH3:20])(=O)[C:2]1[CH:7]=[CH:6][CH:5]=[CH:4][CH:3]=1.Br[CH2:23][C:24]([C:26]1[CH:31]=[CH:30][CH:29]=[CH:28][CH:27]=1)=[O:25].C([O-])([O-])=O.[K+].[K+].